From a dataset of Full USPTO retrosynthesis dataset with 1.9M reactions from patents (1976-2016). Predict the reactants needed to synthesize the given product. Given the product [Cl:32][C:29]1[CH:28]=[CH:27][C:26]([C:24]2[CH:23]=[C:22]([C:33]([F:35])([F:36])[F:34])[N:21]=[C:20]([C:16]3[CH:15]=[C:14]([C:11]4[S:10][C:9]([S:6]([NH2:5])(=[O:8])=[O:7])=[CH:13][CH:12]=4)[CH:19]=[CH:18][CH:17]=3)[N:25]=2)=[CH:31][CH:30]=1, predict the reactants needed to synthesize it. The reactants are: C([NH:5][S:6]([C:9]1[S:10][C:11]([C:14]2[CH:19]=[CH:18][CH:17]=[C:16]([C:20]3[N:25]=[C:24]([C:26]4[CH:31]=[CH:30][C:29]([Cl:32])=[CH:28][CH:27]=4)[CH:23]=[C:22]([C:33]([F:36])([F:35])[F:34])[N:21]=3)[CH:15]=2)=[CH:12][CH:13]=1)(=[O:8])=[O:7])(C)(C)C.C(O)(C(F)(F)F)=O.